Dataset: B-cell epitopes from IEDB database with 3,159 antigens for binding position prediction. Task: Token-level Classification. Given an antigen amino acid sequence, predict which amino acid positions are active epitope sites capable of antibody binding. Output is a list of indices for active positions. (1) Given the antigen sequence: MDITQKNKRDGTEVTERIITETVTTRLTSLPPKGGTSNGYAKTGSLGGGSRLEKQSLTHGSSGYINSSGSLRGNASTSSYRRAHSPASTLPNSPGSTFERKTHVTRHGTYEGSSSGNSSPEYPRKEFASSSTRGRSQTRESEIRVRLQSASPSTRWTELDDVKRLLKGSRSASVSPTRNSSNTLPIPKKGTVETKVVTASSQSVSGTYDTTILDANLPSHVWSSTLPAGSSMGTYHNNITTQSSSLLNTNAYSAGSVFGVPNNMASCSATLQPGISTSSSVFGMQNNLAPSSSTLSHGMAATSTAYGVKKNMPQSPTAVSTGVSTSAASTTNVQNDDLLHKDCKFLILEKDNTPAKKEMELLIMTKDSGKVFTASPASVAATSFSEDTLKKEKQAAYTDTYLVSEANGDVKTVTAKGNGASADIHGYDHRRGGGGGGGSGGALGSGAAGGGGKGSWGAAPTWCPCGSWCSWWKWLLGLLLTWLLLLGLLFGLIALAEEVR..., which amino acid positions are active epitope sites? The epitope positions are: [545, 546, 547, 548, 549, 550, 551, 552, 553, 554, 555, 556, 557, 558, 559, 560, 561, 562, 563, 564... (22 total positions)]. The amino acids at these positions are: LDDYNLEDVWQFMKVRLMTEQE. (2) Given the antigen sequence: MRHKRSAKRTKRASATQLYKTCKQAGTCPPDIIPKVEGKTIADQILQYGSMGVFFGGLGIGTGSGTGGRTGYIPLGTRPPTATDTLAPVRPPLTVGPVGPSDPSIVSLVEETSFIDAGAPTSVPSIPPNVSGFSITTSTDTTPAILDINNTVTTVTTHNNPTFTDPSVLQPPTPAETGGHFTLSSSTISTHNYEEIPMDTFIVSTNPNTVTSSTPIPGSRPVARLGLYSRTTQQVKVVDPAFVTTPTKLITYDNPAYEGIDVDNTLYFASNDNSINIAPDPDFLDIVALHRPALTSRRTGIRYSRIGNKQTLRTRSGKSIGAKVHYYYDFSTIDPAEEIELQTITPSTYTTTSHAASPTSINNGLYDIYADDFITDTSTTPVPSVPSTSLSGYIPANTTIPFGGAYNIPLVSGPDIPINITDQAPSLIPIVPGSPQYTIIADAGDFYLHPSYYMLRKRRKRLPYFFSDVSLAA, which amino acid positions are active epitope sites? The epitope positions are: [0, 1, 2, 3, 4, 5, 6, 7, 8, 9, 10, 11]. The amino acids at these positions are: MRHKRSAKRTKR. (3) Given the antigen sequence: EGRNIQLQLTEPLQNIQPQVTKRKSRIRTKISDFGSFIGFKGSEDLGEGLKAVWQLEQDVSVAGGGATQWGNRESFIGLAGEFGTLRAGRVANQFDDASQAIDPWDSNNDVASQLGIFKRHDDMPVSVRYDSPEFSGFSGSVQFVPAQNSKSAYTPAHFVQQTPKSQPTLVPAVVGKPGSDVYYAGLNYKNGGFAGNYAFKYAKHANVGRDAFELFLLGSGSDEAKGTDPLKNHQVHRLTGGYEEGGLNLALAAQLDLSENGDKTKNSTTEIAATASYRFGNAVPRISYAHGFDFIERGKKGENTSYDQIIAGVDYDFSKRTSAIVSGAWLKRNTGIGNYTQINAAS, which amino acid positions are active epitope sites? The epitope positions are: [156, 157, 158, 159, 160, 161, 162, 163]. The amino acids at these positions are: AHFVQQTP. (4) Given the antigen sequence: MKGKNRSLFVLLVLLLLHKVNNVLLERTIETLLECKNEYVKGENGYKLAKGHHCVEEDNLERWLQGTNERRSEENIKYKYGVTELKIKYAQMNGKRSSRILKESIYGAHNFGGNSYMEGKDGGDKTGEEKDGEHKTDSKTDNGKGENNLVMLDYETSSNGQPAGTLDNVLEFVTEHEGNSRKNSSNGGNPYDIDHKKTISSAIINHAFLQNTVMKNCNYKRKRRERDWDCNTKKDVCIPDRRYQLCMKELTNLVNNTDTNFHSDITFRKLYLKRKLIYDAAVEGDLLLKLNNYRYNKDFCKDIRWSLGDFGDIIMGTDMEGIGYSEVVENNLRSIFETGKNAQQRRKQWWNESKAQIWTAMMYSVKKRLKGKFIWICKINVAVNIEPQIYRRIREWGRDYVSELPTEVRKLKEKCDGKINYTDKKVCKVPPCQNACKSYDQWITRKKNQWDVLSNKFKSVKNAEKVQTAGIVTPYDILKQELDEFNEVAFENEINKRDGA..., which amino acid positions are active epitope sites? The epitope positions are: [253, 254, 255, 256, 257, 258, 259, 260, 261, 262, 263, 264, 265, 266, 267]. The amino acids at these positions are: VNNTDTNFHSDITFR. (5) Given the antigen sequence: MKTFLILVLLAIVATTATTAVRFPVPQLQPQNPSQQQPQEQVPLVQQQQFLGQQQPFPPQQPYPQPQPFPSQLPYLQLQPFPQPQLPYSQPQPFRPQQPYPQPQPQYSQPQQPISQQQQQQQQQQQQQQQQQQILQQILQQQLIPCMDVVLQQHNIAHGRSQVLQQSTYQLLQELCCQHLWQIPEQSQCQAIHNVVHAIILHQQQKQQQQPSSQVSFQQPLQQYPLGQGSFRPSQQNPQAQGSVQPQQLPQFEEIRNLALQTLPAMCNVYIPPYCTIAPFGIFGTN, which amino acid positions are active epitope sites? The epitope positions are: [225, 226, 227, 228, 229, 230, 231, 232, 233, 234, 235, 236]. The amino acids at these positions are: LGQGSFRPSQQN. (6) The epitope positions are: [130, 131, 132, 133, 134, 135, 136, 137, 138, 139]. The amino acids at these positions are: RIRGLEEGLG. Given the antigen sequence: MGPRRRSRKPEAPRRRSPSPTPTPGPSRRGPSLGASSHQHSRRRQGWLKEIRKLQKSTHLLIRKLPFSRLAREICVKFTRGVDFNWQAQALLALQEAAEAFLVHLFEDAYLLTLHAGRVTLFPKDVQLARRIRGLEEGLG, which amino acid positions are active epitope sites? (7) Given the antigen sequence: MSTNPKPQRKTKRNTNRRPQDVKFPGGGQIVGGVYLLPRRGPRLGVRATRKTSERSQPRGRRQPIPKARRPEGRTWAQPGYPWPLYGNEGCGWAGWLLSPRGSRPSWGPTDPRRRSRNLGKVIDTLTCGFADLMGYIPLVGAPLGGAARALAHGVRVLEDGVNYATGNLPGCSFSIFLLALLSCLTVPASAYQVRNSSGLYHVTNDCPNSSVVYEAADAILHTPGCVPCVREGNASRCWVAVTPTVATRDGKLPTTQLRRHIDLLVGSATLCSALYVGDLCGSVFLVGQLFTFSPRHHWTTQDCNCSIYPGHITGHRMAWNMMMNWSPTAALVVAQLLRIPQAIMDMIAGAHWGVLAGIKYFSMVGNWAKVLVVLLLFAGVDAETHVTGGNAGRTTAGLVGLLTPGAKQNIQLINTNGSWHINSTALNCNESLNTGWLAGLFYQHKFNSSGCPERLASCRRLTDFAQGWGPISYANGSGLDERPYCWHYPPRPCGIVPAK..., which amino acid positions are active epitope sites? The epitope positions are: [162, 163, 164, 165, 166, 167, 168, 169, 170, 171, 172, 173]. The amino acids at these positions are: NYATGNLPGCSF.